From a dataset of Forward reaction prediction with 1.9M reactions from USPTO patents (1976-2016). Predict the product of the given reaction. (1) Given the reactants CC[N:3]([CH:7]([CH3:9])[CH3:8])[CH:4]([CH3:6])C.[CH3:10][S:11](Cl)(=[O:13])=[O:12].C(Cl)[Cl:16], predict the reaction product. The product is: [Cl:16][CH2:9][C:7]1[N:3]([S:11]([CH3:10])(=[O:13])=[O:12])[CH:4]=[CH:6][CH:8]=1. (2) Given the reactants [CH3:1][O:2][C:3]1[CH:11]=[CH:10][C:6]2[CH2:7][CH2:8][S:9][C:5]=2[CH:4]=1.[Br:12]Br.S(=S)(=O)([O-])[O-].[Na+].[Na+], predict the reaction product. The product is: [Br:12][C:11]1[C:3]([O:2][CH3:1])=[CH:4][C:5]2[S:9][CH2:8][CH2:7][C:6]=2[CH:10]=1. (3) The product is: [Cl:1][C:2]1[CH:7]=[C:6]([NH:17][CH:18]2[CH2:23][CH2:22][O:21][CH2:20][CH2:19]2)[N:5]2[N:9]=[C:10]([C:12]([O:14][CH2:15][CH3:16])=[O:13])[CH:11]=[C:4]2[N:3]=1. Given the reactants [Cl:1][C:2]1[CH:7]=[C:6](Cl)[N:5]2[N:9]=[C:10]([C:12]([O:14][CH2:15][CH3:16])=[O:13])[CH:11]=[C:4]2[N:3]=1.[NH2:17][CH:18]1[CH2:23][CH2:22][O:21][CH2:20][CH2:19]1.C(N(CC)CC)C.O, predict the reaction product. (4) Given the reactants [CH3:1][C:2]1[CH:6]=[CH:5][CH2:4][CH:3]=1.[CH3:7][C:8]([CH3:10])=O.N1CCCC1.OP(O)(O)=O, predict the reaction product. The product is: [CH3:1][C:2]1[CH:3]=[CH:4][C:5](=[C:8]([CH3:10])[CH3:7])[CH:6]=1. (5) The product is: [C:9]([O:13][C:14]([N:16]1[CH2:20][CH2:19][C@H:18]([O:21][Si:22]([C:25]([CH3:27])([CH3:26])[CH3:28])([CH3:23])[CH3:24])[C@H:17]1[C:29](=[O:31])[NH:39][C:40]1[C:49]2[C:44](=[CH:45][CH:46]=[CH:47][CH:48]=2)[C:43]([C:50]#[N:51])=[CH:42][CH:41]=1)=[O:15])([CH3:12])([CH3:10])[CH3:11]. Given the reactants C(OC(Cl)=O)C(C)C.[C:9]([O:13][C:14]([N:16]1[CH2:20][CH2:19][C@H:18]([O:21][Si:22]([C:25]([CH3:28])([CH3:27])[CH3:26])([CH3:24])[CH3:23])[C@H:17]1[C:29]([OH:31])=O)=[O:15])([CH3:12])([CH3:11])[CH3:10].CN1CCOCC1.[NH2:39][C:40]1[C:49]2[C:44](=[CH:45][CH:46]=[CH:47][CH:48]=2)[C:43]([C:50]#[N:51])=[CH:42][CH:41]=1, predict the reaction product. (6) Given the reactants C(O[C:4]([C:6]1[CH:10]=[C:9]([C:11]2[C:19]3[C:14](=[N:15][CH:16]=[CH:17][CH:18]=3)[NH:13][N:12]=2)[NH:8][CH:7]=1)=[O:5])C.S(Cl)(Cl)=O.Cl.[NH2:25][CH2:26][C:27]([NH2:29])=[O:28], predict the reaction product. The product is: [C:27]([CH2:26][NH:25][C:4]([C:6]1[CH:10]=[C:9]([C:11]2[C:19]3[C:14](=[N:15][CH:16]=[CH:17][CH:18]=3)[NH:13][N:12]=2)[NH:8][CH:7]=1)=[O:5])(=[O:28])[NH2:29].